From a dataset of Peptide-MHC class I binding affinity with 185,985 pairs from IEDB/IMGT. Regression. Given a peptide amino acid sequence and an MHC pseudo amino acid sequence, predict their binding affinity value. This is MHC class I binding data. (1) The peptide sequence is YPNVCIFGN. The MHC is HLA-A24:02 with pseudo-sequence HLA-A24:02. The binding affinity (normalized) is 0.0317. (2) The peptide sequence is GTHITNGGY. The MHC is HLA-A01:01 with pseudo-sequence HLA-A01:01. The binding affinity (normalized) is 0.328. (3) The peptide sequence is GFKLRSAVM. The MHC is HLA-B48:01 with pseudo-sequence HLA-B48:01. The binding affinity (normalized) is 0.0847. (4) The binding affinity (normalized) is 0.891. The peptide sequence is RNIARHLAL. The MHC is HLA-B08:01 with pseudo-sequence HLA-B08:01. (5) The peptide sequence is CRTAFKPVL. The MHC is HLA-B18:01 with pseudo-sequence HLA-B18:01. The binding affinity (normalized) is 0.0847.